Dataset: Reaction yield outcomes from USPTO patents with 853,638 reactions. Task: Predict the reaction yield, written as a fraction of the theoretical maximum amount of product (1.0 means a 100% yield; for example, 0.34 means a 34% yield). The reactants are Br[C:2]1[C:11]2[C:6](=[CH:7][CH:8]=[C:9]([OH:12])[CH:10]=2)[N:5]=[C:4]2[C:13]3[C:18]([O:19][CH2:20][C:3]=12)=[CH:17][C:16]([OH:21])=[CH:15][CH:14]=3.[F:22][C:23]([F:34])([F:33])[C:24]1[CH:29]=[CH:28][C:27](B(O)O)=[CH:26][CH:25]=1. No catalyst specified. The product is [OH:21][C:16]1[CH:17]=[C:18]2[O:19][CH2:20][C:3]3[C:4](=[N:5][C:6]4[C:11]([C:2]=3[C:27]3[CH:28]=[CH:29][C:24]([C:23]([F:34])([F:33])[F:22])=[CH:25][CH:26]=3)=[CH:10][C:9]([OH:12])=[CH:8][CH:7]=4)[C:13]2=[CH:14][CH:15]=1. The yield is 0.950.